This data is from NCI-60 drug combinations with 297,098 pairs across 59 cell lines. The task is: Regression. Given two drug SMILES strings and cell line genomic features, predict the synergy score measuring deviation from expected non-interaction effect. (1) Drug 1: C1CN1C2=NC(=NC(=N2)N3CC3)N4CC4. Drug 2: CN(CC1=CN=C2C(=N1)C(=NC(=N2)N)N)C3=CC=C(C=C3)C(=O)NC(CCC(=O)O)C(=O)O. Cell line: NCI-H226. Synergy scores: CSS=13.9, Synergy_ZIP=-7.93, Synergy_Bliss=-2.81, Synergy_Loewe=-13.6, Synergy_HSA=-2.80. (2) Cell line: MDA-MB-231. Drug 2: COCCOC1=C(C=C2C(=C1)C(=NC=N2)NC3=CC=CC(=C3)C#C)OCCOC.Cl. Drug 1: C1C(C(OC1N2C=NC3=C2NC=NCC3O)CO)O. Synergy scores: CSS=0.0560, Synergy_ZIP=0.844, Synergy_Bliss=0.976, Synergy_Loewe=-3.86, Synergy_HSA=-2.33.